Task: Predict the reactants needed to synthesize the given product.. Dataset: Full USPTO retrosynthesis dataset with 1.9M reactions from patents (1976-2016) Given the product [CH3:1][C:2]1[C:6]([CH2:7][O:8][C:9]2[CH:25]=[CH:24][C:12]([CH2:13][O:14][C:15]3[C:20]([CH2:21][C:22]([OH:38])=[O:35])=[CH:19][CH:18]=[CH:17][N:16]=3)=[CH:11][CH:10]=2)=[CH:5][N:4]([C:26]2[CH:31]=[CH:30][CH:29]=[CH:28][N:27]=2)[N:3]=1, predict the reactants needed to synthesize it. The reactants are: [CH3:1][C:2]1[C:6]([CH2:7][O:8][C:9]2[CH:25]=[CH:24][C:12]([CH2:13][O:14][C:15]3[C:20]([CH2:21][C:22]#N)=[CH:19][CH:18]=[CH:17][N:16]=3)=[CH:11][CH:10]=2)=[CH:5][N:4]([C:26]2[CH:31]=[CH:30][CH:29]=[CH:28][N:27]=2)[N:3]=1.C(O)C.[OH-:35].[Na+].Cl.[OH2:38].